From a dataset of Forward reaction prediction with 1.9M reactions from USPTO patents (1976-2016). Predict the product of the given reaction. The product is: [CH2:1]([NH:8][C:9]([C:11]1[S:15][C:14]([C:16]2[CH:21]=[N:20][CH:19]=[C:18]([CH2:22][CH2:23][C:24]3[CH:25]=[CH:26][C:27]([C:30]([F:31])([F:33])[F:32])=[CH:28][CH:29]=3)[N:17]=2)=[N:13][C:12]=1[CH3:34])=[O:10])[C:2]1[CH:7]=[CH:6][CH:5]=[CH:4][CH:3]=1. Given the reactants [CH2:1]([NH:8][C:9]([C:11]1[S:15][C:14]([C:16]2[CH:21]=[N:20][CH:19]=[C:18](/[CH:22]=[CH:23]/[C:24]3[CH:29]=[CH:28][C:27]([C:30]([F:33])([F:32])[F:31])=[CH:26][CH:25]=3)[N:17]=2)=[N:13][C:12]=1[CH3:34])=[O:10])[C:2]1[CH:7]=[CH:6][CH:5]=[CH:4][CH:3]=1, predict the reaction product.